Dataset: Catalyst prediction with 721,799 reactions and 888 catalyst types from USPTO. Task: Predict which catalyst facilitates the given reaction. (1) Reactant: [CH2:1]([O:8][C:9]1[CH:32]=[CH:31][C:30]([Br:33])=[CH:29][C:10]=1[CH2:11][CH2:12][N:13]([C:16]1[CH:21]=[CH:20][C:19]([C:22]([O:24]C(C)(C)C)=[O:23])=[CH:18][N:17]=1)[CH2:14][CH3:15])[C:2]1[CH:7]=[CH:6][CH:5]=[CH:4][CH:3]=1.FC(F)(F)C(O)=O. Product: [CH2:1]([O:8][C:9]1[CH:32]=[CH:31][C:30]([Br:33])=[CH:29][C:10]=1[CH2:11][CH2:12][N:13]([C:16]1[CH:21]=[CH:20][C:19]([C:22]([OH:24])=[O:23])=[CH:18][N:17]=1)[CH2:14][CH3:15])[C:2]1[CH:3]=[CH:4][CH:5]=[CH:6][CH:7]=1. The catalyst class is: 4. (2) The catalyst class is: 65. Product: [F:15][C:16]1[CH:21]=[CH:20][CH:19]=[C:18]([F:22])[C:17]=1[CH2:14][C:9]1[C:10](=[O:12])[NH:11][C:35](=[O:34])[N:7]([C:1]2[CH:2]=[CH:3][CH:4]=[CH:5][CH:6]=2)[N:8]=1. Reactant: [C:1]1([N:7]2[NH:11][C:10](=[O:12])[C:9]([CH3:14])(C)[NH:8]2)[CH:6]=[CH:5][CH:4]=[CH:3][CH:2]=1.[F:15][C:16]1[CH:21]=[CH:20][CH:19]=[C:18]([F:22])[C:17]=1CC(=O)C(O)=O.OS(O)(=O)=O.[O:34]1CCOC[CH2:35]1. (3) Reactant: Cl[CH2:2][CH2:3][CH2:4][O:5][C:6]1[CH:7]=[N:8][CH:9]=[CH:10][CH:11]=1.[CH2:12]([NH2:19])[C:13]1[CH:18]=[CH:17][CH:16]=[CH:15][CH:14]=1. Product: [CH2:12]([NH:19][CH2:2][CH2:3][CH2:4][O:5][C:6]1[CH:7]=[N:8][CH:9]=[CH:10][CH:11]=1)[C:13]1[CH:18]=[CH:17][CH:16]=[CH:15][CH:14]=1. The catalyst class is: 24. (4) Reactant: [NH:1]([CH2:5][CH2:6][OH:7])[CH2:2][CH2:3][OH:4].[Cl:8][C:9]1[S:13][C:12]([S:14](Cl)(=[O:16])=[O:15])=[CH:11][CH:10]=1.C(N(CC)CC)C. Product: [OH:4][CH2:3][CH2:2][N:1]([CH2:5][CH2:6][OH:7])[S:14]([C:12]1[S:13][C:9]([Cl:8])=[CH:10][CH:11]=1)(=[O:16])=[O:15]. The catalyst class is: 1. (5) Product: [CH2:1]([S:8][C:9]1[C:10]([Cl:17])=[C:11]([N:18]2[CH2:22][CH2:21][CH2:20][CH2:19]2)[CH:12]=[C:13]([F:15])[CH:14]=1)[C:2]1[CH:7]=[CH:6][CH:5]=[CH:4][CH:3]=1. The catalyst class is: 110. Reactant: [CH2:1]([S:8][C:9]1[CH:14]=[C:13]([F:15])[CH:12]=[C:11](Br)[C:10]=1[Cl:17])[C:2]1[CH:7]=[CH:6][CH:5]=[CH:4][CH:3]=1.[NH:18]1[CH2:22][CH2:21][CH2:20][CH2:19]1.C1C=CC(P(C2C(C3C(P(C4C=CC=CC=4)C4C=CC=CC=4)=CC=C4C=3C=CC=C4)=C3C(C=CC=C3)=CC=2)C2C=CC=CC=2)=CC=1.CC([O-])(C)C.[Na+]. (6) Reactant: [CH3:1][C:2]1([CH3:16])[O:6][C@H:5]([CH2:7][N:8]2[CH:12]=[CH:11][C:10]([N+:13]([O-])=O)=[N:9]2)[CH2:4][O:3]1. Product: [CH3:1][C:2]1([CH3:16])[O:6][C@H:5]([CH2:7][N:8]2[CH:12]=[CH:11][C:10]([NH2:13])=[N:9]2)[CH2:4][O:3]1. The catalyst class is: 29. (7) Reactant: [CH2:1]([N:8]1[C:12]([CH2:13][CH2:14][N:15]2C(=O)C3C(=CC=CC=3)C2=O)=[CH:11][C:10]([CH3:26])=[N:9]1)[C:2]1[CH:7]=[CH:6][CH:5]=[CH:4][CH:3]=1.NN.CO.C(Cl)Cl. Product: [CH2:1]([N:8]1[C:12]([CH2:13][CH2:14][NH2:15])=[CH:11][C:10]([CH3:26])=[N:9]1)[C:2]1[CH:3]=[CH:4][CH:5]=[CH:6][CH:7]=1. The catalyst class is: 8. (8) Reactant: [OH:1][CH:2]([C:8]1[CH:17]=[CH:16][CH:15]=[C:14]2[C:9]=1[CH:10]=[CH:11][CH:12]=[N:13]2)[C:3]([O:5][CH2:6][CH3:7])=[O:4].I[CH3:19].[H-].[Na+]. Product: [CH3:19][O:1][CH:2]([C:8]1[CH:17]=[CH:16][CH:15]=[C:14]2[C:9]=1[CH:10]=[CH:11][CH:12]=[N:13]2)[C:3]([O:5][CH2:6][CH3:7])=[O:4]. The catalyst class is: 1.